The task is: Predict the reactants needed to synthesize the given product.. This data is from Full USPTO retrosynthesis dataset with 1.9M reactions from patents (1976-2016). (1) Given the product [O:12]1[C:13]2[C:14](=[N:15][CH:16]=[CH:17][CH:18]=2)[O:19][C@H:10]([CH2:9][OH:8])[CH2:11]1, predict the reactants needed to synthesize it. The reactants are: C1(C[O:8][CH2:9][CH:10]2[O:19][C:14]3=[N:15][CH:16]=[CH:17][CH:18]=[C:13]3[O:12][CH2:11]2)C=CC=CC=1.[H][H]. (2) Given the product [C:56]([NH:60][C:61]([C:63]1([CH:69]2[CH2:74][CH2:73][CH2:72][CH2:71][CH2:70]2)[CH2:64][CH2:65][N:66]([C:12](=[O:14])[CH:11]([NH:10][C:9]([NH:8][CH2:7][CH2:6][C:4]2[N:3]=[CH:2][NH:1][CH:5]=2)=[O:24])[CH2:15][C:16]2[CH:21]=[CH:20][C:19]([O:22][CH3:23])=[CH:18][CH:17]=2)[CH2:67][CH2:68]1)=[O:62])([CH3:59])([CH3:57])[CH3:58], predict the reactants needed to synthesize it. The reactants are: [NH:1]1[CH:5]=[C:4]([CH2:6][CH2:7][NH:8][C:9](=[O:24])[NH:10][CH:11]([CH2:15][C:16]2[CH:21]=[CH:20][C:19]([O:22][CH3:23])=[CH:18][CH:17]=2)[C:12]([OH:14])=O)[N:3]=[CH:2]1.C(N(C(C)C)CC)(C)C.CN(C(ON1N=NC2C=CC=CC1=2)=[N+](C)C)C.[B-](F)(F)(F)F.[C:56]([NH:60][C:61]([C:63]1([CH:69]2[CH2:74][CH2:73][CH2:72][CH2:71][CH2:70]2)[CH2:68][CH2:67][NH:66][CH2:65][CH2:64]1)=[O:62])([CH3:59])([CH3:58])[CH3:57]. (3) Given the product [C:11]([O:15][C:16](=[O:22])[N:17]([CH3:18])[CH2:19][CH2:20][O:9][C:5]1[C:4]([Cl:10])=[N:3][C:2]([Cl:1])=[N:7][C:6]=1[Cl:8])([CH3:13])([CH3:14])[CH3:12], predict the reactants needed to synthesize it. The reactants are: [Cl:1][C:2]1[N:7]=[C:6]([Cl:8])[C:5]([OH:9])=[C:4]([Cl:10])[N:3]=1.[C:11]([O:15][C:16](=[O:22])[N:17]([CH2:19][CH2:20]O)[CH3:18])([CH3:14])([CH3:13])[CH3:12].C1(P(C2C=CC=CC=2)C2C=CC=CC=2)C=CC=CC=1.CC(OC(/N=N/C(OC(C)C)=O)=O)C. (4) Given the product [CH:1]12[CH2:7][CH:4]([CH2:5][CH2:6]1)[CH2:3][CH:2]2[C:8]1[NH:9][C:10]2[C:19]([O:20][CH3:21])=[CH:18][CH:17]=[C:12]([C:13]([O:15][CH3:16])=[O:14])[C:11]=2[N:22]=1, predict the reactants needed to synthesize it. The reactants are: [CH:1]12[CH2:7][CH:4]([CH2:5][CH2:6]1)[CH2:3][CH:2]2[C:8](=[NH:22])[NH:9][C:10]1[CH:11]=[C:12]([CH:17]=[CH:18][C:19]=1[O:20][CH3:21])[C:13]([O:15][CH3:16])=[O:14].[O-]Cl.[Na+].